This data is from NCI-60 drug combinations with 297,098 pairs across 59 cell lines. The task is: Regression. Given two drug SMILES strings and cell line genomic features, predict the synergy score measuring deviation from expected non-interaction effect. Drug 1: CCCCCOC(=O)NC1=NC(=O)N(C=C1F)C2C(C(C(O2)C)O)O. Drug 2: B(C(CC(C)C)NC(=O)C(CC1=CC=CC=C1)NC(=O)C2=NC=CN=C2)(O)O. Cell line: SK-OV-3. Synergy scores: CSS=35.7, Synergy_ZIP=0.855, Synergy_Bliss=-1.28, Synergy_Loewe=-35.8, Synergy_HSA=-2.41.